Dataset: Catalyst prediction with 721,799 reactions and 888 catalyst types from USPTO. Task: Predict which catalyst facilitates the given reaction. (1) Reactant: [C:1]([C:4]1[CH:5]=[CH:6][C:7]([C:10]([O:12][CH3:13])=[O:11])=[N:8][CH:9]=1)(=[O:3])[CH3:2].C1COCC1.[BH4-].[Na+]. Product: [OH:3][CH:1]([C:4]1[CH:5]=[CH:6][C:7]([C:10]([O:12][CH3:13])=[O:11])=[N:8][CH:9]=1)[CH3:2]. The catalyst class is: 5. (2) Reactant: [C:1]1([C:11]2[S:15][C:14]([C:16]([OH:18])=O)=[CH:13][CH:12]=2)[C:10]2[C:5](=[CH:6][CH:7]=[CH:8][CH:9]=2)[CH:4]=[CH:3][CH:2]=1.S(Cl)([Cl:21])=O. The catalyst class is: 9. Product: [C:1]1([C:11]2[S:15][C:14]([C:16]([Cl:21])=[O:18])=[CH:13][CH:12]=2)[C:10]2[C:5](=[CH:6][CH:7]=[CH:8][CH:9]=2)[CH:4]=[CH:3][CH:2]=1. (3) Reactant: [Br:1][C:2]1[CH:7]=[CH:6][C:5](I)=[C:4]([CH3:9])[CH:3]=1.[CH3:10][S:11]([OH:13])=[O:12].[Na]. Product: [Br:1][C:2]1[CH:7]=[CH:6][C:5]([S:11]([CH3:10])(=[O:13])=[O:12])=[C:4]([CH3:9])[CH:3]=1. The catalyst class is: 419. (4) Reactant: [Cl:1][C:2]1[CH:7]=[CH:6][N:5]=[C:4]2[N:8]([Si:11]([CH:18]([CH3:20])[CH3:19])([CH:15]([CH3:17])[CH3:16])[CH:12]([CH3:14])[CH3:13])[CH:9]=[CH:10][C:3]=12.C([Li])(CC)C.CC1C=CC(S([C:36]#[N:37])(=O)=O)=CC=1. Product: [Cl:1][C:2]1[C:7]([C:36]#[N:37])=[CH:6][N:5]=[C:4]2[N:8]([Si:11]([CH:15]([CH3:17])[CH3:16])([CH:18]([CH3:20])[CH3:19])[CH:12]([CH3:13])[CH3:14])[CH:9]=[CH:10][C:3]=12. The catalyst class is: 188. (5) Reactant: C(OC([N:8]1[CH2:13][CH2:12][CH2:11][CH2:10][C@H:9]1[CH2:14][NH:15][C:16]1[C:25]([CH3:26])=[N:24][C:23]2[C:18](=[CH:19][C:20]([F:28])=[C:21]([F:27])[CH:22]=2)[N:17]=1)=O)(C)(C)C. Product: [F:27][C:21]1[CH:22]=[C:23]2[C:18](=[CH:19][C:20]=1[F:28])[N:17]=[C:16]([NH:15][CH2:14][C@@H:9]1[CH2:10][CH2:11][CH2:12][CH2:13][NH:8]1)[C:25]([CH3:26])=[N:24]2. The catalyst class is: 55.